Dataset: Reaction yield outcomes from USPTO patents with 853,638 reactions. Task: Predict the reaction yield, written as a fraction of the theoretical maximum amount of product (1.0 means a 100% yield; for example, 0.34 means a 34% yield). (1) The reactants are [CH3:1][N:2]1[C:7](=[O:8])[C:6]([NH:9][C:10]2[CH:15]=[CH:14][C:13]([N:16]3[CH2:21][CH2:20][N:19]([CH:22]4[CH2:25][O:24][CH2:23]4)[CH2:18][CH2:17]3)=[CH:12][N:11]=2)=[CH:5][C:4]([C:26]2[CH:31]=[CH:30][N:29]=[C:28]([N:32]3[C:44](=[O:45])[C:43]4[S:42][C:41]5[CH2:40][CH2:39][CH2:38][CH2:37][C:36]=5[C:35]=4[CH2:34][CH2:33]3)[C:27]=2[CH:46]=[O:47])=[CH:3]1.[BH4-].[Na+]. The product is [OH:47][CH2:46][C:27]1[C:28]([N:32]2[CH2:33][CH2:34][C:35]3[C:36]4[CH2:37][CH2:38][CH2:39][CH2:40][C:41]=4[S:42][C:43]=3[C:44]2=[O:45])=[N:29][CH:30]=[CH:31][C:26]=1[C:4]1[CH:5]=[C:6]([NH:9][C:10]2[CH:15]=[CH:14][C:13]([N:16]3[CH2:17][CH2:18][N:19]([CH:22]4[CH2:25][O:24][CH2:23]4)[CH2:20][CH2:21]3)=[CH:12][N:11]=2)[C:7](=[O:8])[N:2]([CH3:1])[CH:3]=1. The yield is 0.300. The catalyst is CO. (2) The reactants are [N:1]1[C:10]2[C:5](=[CH:6][CH:7]=[CH:8][CH:9]=2)[CH:4]=[CH:3][C:2]=1[CH2:11][O:12][C:13]1[CH:18]=[CH:17][C:16]([CH2:19][C:20]([OH:22])=O)=[CH:15][CH:14]=1.O=S(Cl)[Cl:25]. No catalyst specified. The product is [N:1]1[C:10]2[C:5](=[CH:6][CH:7]=[CH:8][CH:9]=2)[CH:4]=[CH:3][C:2]=1[CH2:11][O:12][C:13]1[CH:18]=[CH:17][C:16]([CH2:19][C:20]([Cl:25])=[O:22])=[CH:15][CH:14]=1. The yield is 0.950. (3) The reactants are [CH2:1]([C:3]1[C:8]([C:9]#[N:10])=[C:7]([OH:11])[N:6]=[C:5]([CH3:12])[CH:4]=1)[CH3:2].N. The catalyst is CO.[Ni]. The yield is 0.879. The product is [NH2:10][CH2:9][C:8]1[C:7]([OH:11])=[N:6][C:5]([CH3:12])=[CH:4][C:3]=1[CH2:1][CH3:2]. (4) The reactants are [Br:1][C:2]1[CH:3]=[N:4][N:5]([CH3:17])[C:6]=1[C:7]1[CH:8]=[C:9]([C:14]([OH:16])=O)[S:10][C:11]=1[CH2:12][CH3:13].[NH2:18][C@@H:19]([CH2:32][C:33]1[CH:38]=[CH:37][CH:36]=[CH:35][C:34]=1[C:39]([F:42])([F:41])[F:40])[CH2:20][N:21]1[C:29](=[O:30])[C:28]2[C:23](=[CH:24][CH:25]=[CH:26][CH:27]=2)[C:22]1=[O:31].C(N(CC)C(C)C)(C)C.F[P-](F)(F)(F)(F)F.Br[P+](N1CCCC1)(N1CCCC1)N1CCCC1. The product is [Br:1][C:2]1[CH:3]=[N:4][N:5]([CH3:17])[C:6]=1[C:7]1[CH:8]=[C:9]([C:14]([NH:18][C@@H:19]([CH2:32][C:33]2[CH:38]=[CH:37][CH:36]=[CH:35][C:34]=2[C:39]([F:42])([F:40])[F:41])[CH2:20][N:21]2[C:29](=[O:30])[C:28]3[C:23](=[CH:24][CH:25]=[CH:26][CH:27]=3)[C:22]2=[O:31])=[O:16])[S:10][C:11]=1[CH2:12][CH3:13]. The catalyst is ClCCl. The yield is 0.648.